From a dataset of NCI-60 drug combinations with 297,098 pairs across 59 cell lines. Regression. Given two drug SMILES strings and cell line genomic features, predict the synergy score measuring deviation from expected non-interaction effect. (1) Drug 1: C1C(C(OC1N2C=C(C(=O)NC2=O)F)CO)O. Drug 2: CC(C)(C#N)C1=CC(=CC(=C1)CN2C=NC=N2)C(C)(C)C#N. Cell line: OVCAR-4. Synergy scores: CSS=9.01, Synergy_ZIP=-3.27, Synergy_Bliss=3.19, Synergy_Loewe=-7.08, Synergy_HSA=1.03. (2) Drug 1: C1CC(=O)NC(=O)C1N2CC3=C(C2=O)C=CC=C3N. Drug 2: CC1C(C(CC(O1)OC2CC(CC3=C2C(=C4C(=C3O)C(=O)C5=C(C4=O)C(=CC=C5)OC)O)(C(=O)CO)O)N)O.Cl. Cell line: NCI-H226. Synergy scores: CSS=44.9, Synergy_ZIP=1.62, Synergy_Bliss=0.0654, Synergy_Loewe=-22.7, Synergy_HSA=0.936. (3) Drug 1: COC1=CC(=CC(=C1O)OC)C2C3C(COC3=O)C(C4=CC5=C(C=C24)OCO5)OC6C(C(C7C(O6)COC(O7)C8=CC=CS8)O)O. Drug 2: CN(C)C1=NC(=NC(=N1)N(C)C)N(C)C. Cell line: SF-268. Synergy scores: CSS=34.2, Synergy_ZIP=3.13, Synergy_Bliss=3.73, Synergy_Loewe=-34.6, Synergy_HSA=-0.653. (4) Drug 1: C1=CN(C(=O)N=C1N)C2C(C(C(O2)CO)O)O.Cl. Drug 2: C#CCC(CC1=CN=C2C(=N1)C(=NC(=N2)N)N)C3=CC=C(C=C3)C(=O)NC(CCC(=O)O)C(=O)O. Cell line: HT29. Synergy scores: CSS=53.0, Synergy_ZIP=-10.1, Synergy_Bliss=-14.8, Synergy_Loewe=-10.5, Synergy_HSA=-7.00. (5) Drug 1: C1=C(C(=O)NC(=O)N1)F. Drug 2: CC(C1=C(C=CC(=C1Cl)F)Cl)OC2=C(N=CC(=C2)C3=CN(N=C3)C4CCNCC4)N. Cell line: MDA-MB-435. Synergy scores: CSS=23.9, Synergy_ZIP=-1.07, Synergy_Bliss=-2.29, Synergy_Loewe=-0.507, Synergy_HSA=-0.135.